From a dataset of Full USPTO retrosynthesis dataset with 1.9M reactions from patents (1976-2016). Predict the reactants needed to synthesize the given product. (1) Given the product [CH3:10][O:23][C:22](=[O:24])[CH:21]([C:15]1[CH:20]=[CH:19][CH:18]=[CH:17][CH:16]=1)[CH2:3][C:1]#[CH:2], predict the reactants needed to synthesize it. The reactants are: [CH:1](N(C(C)C)CC)([CH3:3])[CH3:2].[CH2:10]([Li])CCC.[C:15]1([CH2:21][C:22]([OH:24])=[O:23])[CH:20]=[CH:19][CH:18]=[CH:17][CH:16]=1.C(Br)C#C.C1(C)C=CC=CC=1.Cl. (2) Given the product [CH2:9]([O:16][C:17]1[CH:26]=[C:25]2[C:20]([C:21]([NH:8][CH2:7][CH:4]3[CH2:5][CH2:6][O:1][CH2:2][CH2:3]3)=[C:22]([N+:27]([O-:29])=[O:28])[CH:23]=[N:24]2)=[CH:19][CH:18]=1)[C:10]1[CH:11]=[CH:12][CH:13]=[CH:14][CH:15]=1, predict the reactants needed to synthesize it. The reactants are: [O:1]1[CH2:6][CH2:5][CH:4]([CH2:7][NH2:8])[CH2:3][CH2:2]1.[CH2:9]([O:16][C:17]1[CH:26]=[C:25]2[C:20]([C:21](Cl)=[C:22]([N+:27]([O-:29])=[O:28])[CH:23]=[N:24]2)=[CH:19][CH:18]=1)[C:10]1[CH:15]=[CH:14][CH:13]=[CH:12][CH:11]=1.C(N(CC)CC)C.O. (3) Given the product [CH:1]1([CH2:6][CH:7]([C:17]2[CH:18]=[CH:19][C:20]([C:23]([OH:28])([CH2:26][CH3:27])[CH2:24][CH3:25])=[CH:21][CH:22]=2)[C:8]2[NH:16][C:11]3=[N:12][CH:13]=[CH:14][CH:15]=[C:10]3[CH:9]=2)[CH2:5][CH2:4][CH2:3][CH2:2]1, predict the reactants needed to synthesize it. The reactants are: [CH:1]1([CH:6]=[C:7]([C:17]2[CH:22]=[CH:21][C:20]([C:23]([OH:28])([CH2:26][CH3:27])[CH2:24][CH3:25])=[CH:19][CH:18]=2)[C:8]2[NH:16][C:11]3=[N:12][CH:13]=[CH:14][CH:15]=[C:10]3[CH:9]=2)[CH2:5][CH2:4][CH2:3][CH2:2]1. (4) Given the product [NH2:62][C@:71]12[CH2:72][CH2:73][C@@H:74]([C:51]([CH3:53])=[CH2:52])[C@@H:22]1[C@@H:23]1[C@@:18]([CH3:47])([CH2:19][CH2:20]2)[C@@:17]2([CH3:48])[C@@H:26]([C@:27]3([CH3:30])[C@@H:14]([CH2:15][CH2:16]2)[C:13]([CH3:49])([CH3:50])[C:12]([C:4]2[CH:5]=[CH:6][C:7]([C:8]([OH:10])=[O:9])=[C:2]([F:1])[CH:3]=2)=[CH:29][CH2:28]3)[CH2:25][CH2:24]1, predict the reactants needed to synthesize it. The reactants are: [F:1][C:2]1[CH:3]=[C:4]([C:12]2[C:13]([CH3:50])([CH3:49])[C@H:14]3[C@:27]([CH3:30])([CH2:28][CH:29]=2)[C@@H:26]2[C@:17]([CH3:48])([C@@:18]4([CH3:47])[C@H:23]([CH2:24][CH2:25]2)[C@H:22]2[C@H](C(C)=C)CC[C@]2(C(OCC2C=CC=CC=2)=O)[CH2:20][CH2:19]4)[CH2:16][CH2:15]3)[CH:5]=[CH:6][C:7]=1[C:8]([O:10]C)=[O:9].[C:51]([SiH](C)C)(C)([CH3:53])[CH3:52].CCCC[N+:62]([CH2:71][CH2:72][CH2:73][CH3:74])(CCCC)CCCC.[F-]. (5) Given the product [Cl:11][C:12]1[C:13]2[N:14]([C:18]([CH:3]=[O:4])=[C:19]([C:21]3[CH:26]=[CH:25][C:24]([F:27])=[CH:23][CH:22]=3)[N:20]=2)[CH:15]=[CH:16][CH:17]=1, predict the reactants needed to synthesize it. The reactants are: CN(C)[CH:3]=[O:4].P(Cl)(Cl)(Cl)=O.[Cl:11][C:12]1[C:13]2[N:14]([CH:18]=[C:19]([C:21]3[CH:26]=[CH:25][C:24]([F:27])=[CH:23][CH:22]=3)[N:20]=2)[CH:15]=[CH:16][CH:17]=1.[OH-].[NH4+].